Dataset: Peptide-MHC class I binding affinity with 185,985 pairs from IEDB/IMGT. Task: Regression. Given a peptide amino acid sequence and an MHC pseudo amino acid sequence, predict their binding affinity value. This is MHC class I binding data. (1) The peptide sequence is RLEELLPAV. The MHC is HLA-B15:01 with pseudo-sequence HLA-B15:01. The binding affinity (normalized) is 0.0474. (2) The peptide sequence is AVYGNITHK. The binding affinity (normalized) is 0. The MHC is HLA-A26:01 with pseudo-sequence HLA-A26:01. (3) The peptide sequence is GSEEIKSLY. The MHC is HLA-B08:02 with pseudo-sequence HLA-B08:02. The binding affinity (normalized) is 0.0847. (4) The peptide sequence is SVIRLLIWAY. The MHC is HLA-A68:01 with pseudo-sequence HLA-A68:01. The binding affinity (normalized) is 0.385. (5) The peptide sequence is GSKYRGLPK. The MHC is HLA-A02:16 with pseudo-sequence HLA-A02:16. The binding affinity (normalized) is 0.0847.